Dataset: Forward reaction prediction with 1.9M reactions from USPTO patents (1976-2016). Task: Predict the product of the given reaction. (1) The product is: [F:13][C:14]1([F:20])[CH2:19][CH2:18][N:17]([C:7]2[CH:6]=[CH:5][C:4]([N+:9]([O-:11])=[O:10])=[CH:3][C:2]=2[F:1])[CH2:16][CH2:15]1. Given the reactants [F:1][C:2]1[CH:3]=[C:4]([N+:9]([O-:11])=[O:10])[CH:5]=[CH:6][C:7]=1F.Cl.[F:13][C:14]1([F:20])[CH2:19][CH2:18][NH:17][CH2:16][CH2:15]1.C(N(CC)CC)C, predict the reaction product. (2) Given the reactants [O:1]=[C:2]1[CH2:7][CH2:6][CH:5]([NH:8][C:9](=[O:11])[CH3:10])[CH2:4][CH2:3]1.[Br:12]Br, predict the reaction product. The product is: [Br:12][CH:7]1[C:2](=[O:1])[CH2:3][CH2:4][CH:5]([NH:8][C:9](=[O:11])[CH3:10])[CH2:6]1.